This data is from Forward reaction prediction with 1.9M reactions from USPTO patents (1976-2016). The task is: Predict the product of the given reaction. (1) Given the reactants [C:1]([O:5][CH2:6][CH3:7])(=[O:4])[CH2:2][OH:3].O.C1(C)C=CC(S(O)(=O)=O)=CC=1.[O:20]1[CH:25]=[CH:24][CH2:23][CH2:22][CH2:21]1.N, predict the reaction product. The product is: [CH2:6]([O:5][C:1](=[O:4])[CH2:2][O:3][CH:21]1[CH2:22][CH2:23][CH2:24][CH2:25][O:20]1)[CH3:7]. (2) The product is: [CH:2]1([C:7]2[N:15]=[C:14]3[C:10]([N:11]=[CH:12][N:13]3[CH2:16][C:17]3[CH:18]=[CH:19][C:20]([O:23][CH3:24])=[CH:21][CH:22]=3)=[C:9]([C:25]3[O:26][CH:27]=[CH:28][CH:29]=3)[N:8]=2)[CH2:4][CH2:3]1. Given the reactants [Br-].[CH:2]1([Zn+])[CH2:4][CH2:3]1.Cl[C:7]1[N:15]=[C:14]2[C:10]([N:11]=[CH:12][N:13]2[CH2:16][C:17]2[CH:22]=[CH:21][C:20]([O:23][CH3:24])=[CH:19][CH:18]=2)=[C:9]([C:25]2[O:26][CH:27]=[CH:28][CH:29]=2)[N:8]=1.ClC1N=C2C(N=CN2CC2C=CC(OC)=C(C)C=2)=C(Cl)N=1, predict the reaction product. (3) Given the reactants [O:1]=[CH:2][CH2:3][CH2:4][CH2:5][CH2:6][CH2:7][CH2:8][CH2:9][C:10]([O:12][CH3:13])=[O:11].[CH:14]([Mg]Br)=[CH2:15].[Cl-].[NH4+], predict the reaction product. The product is: [OH:1][CH:2]([CH:14]=[CH2:15])[CH2:3][CH2:4][CH2:5][CH2:6][CH2:7][CH2:8][CH2:9][C:10]([O:12][CH3:13])=[O:11]. (4) Given the reactants [Br:1][C:2]1[C:3](=[O:9])[NH:4][N:5]=[CH:6][C:7]=1Br.[F:10][C:11]1[CH:16]=[CH:15][CH:14]=[C:13]([O:17][CH3:18])[C:12]=1[CH:19]1[CH2:24][CH2:23][NH:22][CH2:21][CH2:20]1.CCN(C(C)C)C(C)C, predict the reaction product. The product is: [Br:1][C:2]1[C:3](=[O:9])[NH:4][N:5]=[CH:6][C:7]=1[N:22]1[CH2:21][CH2:20][CH:19]([C:12]2[C:13]([O:17][CH3:18])=[CH:14][CH:15]=[CH:16][C:11]=2[F:10])[CH2:24][CH2:23]1. (5) Given the reactants [OH:1][C:2]1[CH:16]=[C:15]([O:17][CH3:18])[C:14]([O:19][CH3:20])=[CH:13][C:3]=1[C:4]([O:6]C1C=CC=CC=1)=O.[NH2:21][C:22]1[S:23][CH:24]=[C:25]([C:27]([O:29][CH3:30])=[O:28])[N:26]=1.CO, predict the reaction product. The product is: [CH3:30][O:29][C:27]([C:25]1[N:26]=[C:22]([NH:21][C:4](=[O:6])[C:3]2[CH:13]=[C:14]([O:19][CH3:20])[C:15]([O:17][CH3:18])=[CH:16][C:2]=2[OH:1])[S:23][CH:24]=1)=[O:28].